Dataset: Reaction yield outcomes from USPTO patents with 853,638 reactions. Task: Predict the reaction yield, written as a fraction of the theoretical maximum amount of product (1.0 means a 100% yield; for example, 0.34 means a 34% yield). (1) The reactants are [C:1]1([CH3:11])[CH:6]=[CH:5][C:4]([S:7](Cl)(=[O:9])=[O:8])=[CH:3][CH:2]=1.[CH3:12][O:13][C:14](=[O:38])[C:15]1[CH:20]=[CH:19][CH:18]=[C:17]([CH2:21][N:22]2[C:27](=[O:28])[CH:26]=[CH:25][C:24]([C:29]3[CH:34]=[CH:33][CH:32]=[C:31]([CH2:35][CH2:36][OH:37])[CH:30]=3)=[N:23]2)[CH:16]=1. The catalyst is C(Cl)Cl. The product is [CH3:12][O:13][C:14](=[O:38])[C:15]1[CH:20]=[CH:19][CH:18]=[C:17]([CH2:21][N:22]2[C:27](=[O:28])[CH:26]=[CH:25][C:24]([C:29]3[CH:34]=[CH:33][CH:32]=[C:31]([CH2:35][CH2:36][O:37][S:7]([C:4]4[CH:5]=[CH:6][C:1]([CH3:11])=[CH:2][CH:3]=4)(=[O:9])=[O:8])[CH:30]=3)=[N:23]2)[CH:16]=1. The yield is 0.980. (2) The reactants are Br[C:2]1[S:3][C:4]2[C:10]([CH2:11][CH:12]([CH2:17][CH3:18])[CH2:13][CH2:14][CH2:15][CH3:16])=[C:9]3[CH:19]=[CH:20][S:21][C:8]3=[C:7]([O:22][CH2:23][CH:24]([CH2:29][CH3:30])[CH2:25][CH2:26][CH2:27][CH3:28])[C:5]=2[CH:6]=1.[Cu][C:32]#[N:33]. No catalyst specified. The product is [CH2:29]([CH:24]([CH2:25][CH2:26][CH2:27][CH3:28])[CH2:23][O:22][C:7]1[C:8]2[S:21][CH:20]=[CH:19][C:9]=2[C:10]([CH2:11][CH:12]([CH2:17][CH3:18])[CH2:13][CH2:14][CH2:15][CH3:16])=[C:4]2[S:3][C:2]([C:32]#[N:33])=[CH:6][C:5]=12)[CH3:30]. The yield is 0.380. (3) The reactants are Br[C:2]1[CH:7]=[CH:6][C:5]([CH2:8][C@H:9]([NH:22][C:23](=[O:29])[O:24][C:25]([CH3:28])([CH3:27])[CH3:26])[CH2:10][N:11]2[C:19](=[O:20])[C:18]3[C:13](=[CH:14][CH:15]=[CH:16][CH:17]=3)[C:12]2=[O:21])=[CH:4][CH:3]=1.[Br:30]N1C(=O)CCC1=O.[O:38]1CCO[CH2:40][CH2:39]1. The catalyst is Cl[Pd](Cl)([P](C1C=CC=CC=1)(C1C=CC=CC=1)C1C=CC=CC=1)[P](C1C=CC=CC=1)(C1C=CC=CC=1)C1C=CC=CC=1. The product is [Br:30][CH2:40][C:39]([C:2]1[CH:7]=[CH:6][C:5]([CH2:8][C@H:9]([NH:22][C:23](=[O:29])[O:24][C:25]([CH3:28])([CH3:27])[CH3:26])[CH2:10][N:11]2[C:12](=[O:21])[C:13]3[C:18](=[CH:17][CH:16]=[CH:15][CH:14]=3)[C:19]2=[O:20])=[CH:4][CH:3]=1)=[O:38]. The yield is 0.710. (4) The reactants are [NH2:1][C:2]1[CH:3]=[CH:4][C:5]([S:16][CH2:17][CH2:18][CH3:19])=[C:6]2[C:10]=1[NH:9][C:8]([C:11]([O:13][CH2:14][CH3:15])=[O:12])=[CH:7]2.[S:20]1[CH:24]=[CH:23][CH:22]=[C:21]1[S:25](Cl)(=[O:27])=[O:26]. The catalyst is N1C=CC=CC=1. The product is [CH2:17]([S:16][C:5]1[CH:4]=[CH:3][C:2]([NH:1][S:25]([C:21]2[S:20][CH:24]=[CH:23][CH:22]=2)(=[O:27])=[O:26])=[C:10]2[C:6]=1[CH:7]=[C:8]([C:11]([O:13][CH2:14][CH3:15])=[O:12])[NH:9]2)[CH2:18][CH3:19]. The yield is 0.470. (5) The reactants are Cl[C:2]1[N:7]=[C:6]([NH:8][C:9]2[CH:14]=[CH:13][CH:12]=[CH:11][CH:10]=2)[C:5]([F:15])=[CH:4][N:3]=1.[CH3:16][O:17][C:18]1[CH:23]=[CH:22][C:21]([N+:24]([O-:26])=[O:25])=[CH:20][C:19]=1[NH2:27].C(O)(C(F)(F)F)=O. The catalyst is CC(O)C. The product is [F:15][C:5]1[C:6]([NH:8][C:9]2[CH:14]=[CH:13][CH:12]=[CH:11][CH:10]=2)=[N:7][C:2]([NH:27][C:19]2[CH:20]=[C:21]([N+:24]([O-:26])=[O:25])[CH:22]=[CH:23][C:18]=2[O:17][CH3:16])=[N:3][CH:4]=1. The yield is 0.470.